Dataset: Reaction yield outcomes from USPTO patents with 853,638 reactions. Task: Predict the reaction yield, written as a fraction of the theoretical maximum amount of product (1.0 means a 100% yield; for example, 0.34 means a 34% yield). (1) The reactants are [NH2:1][C:2]1[CH:10]=[CH:9][C:8]([CH3:11])=[CH:7][C:3]=1[C:4]([OH:6])=O.N1[CH:16]=[CH:15]N=C1.C(Cl)(=O)C.Cl.[NH2:22][CH:23]1[CH2:28][CH2:27][C:26](=[O:29])[NH:25][C:24]1=[O:30].P(OC1C=CC=CC=1)(OC1C=CC=CC=1)OC1C=CC=CC=1. The catalyst is C(#N)C.CN(C=O)C.O. The product is [CH3:15][C:16]1[N:22]([CH:23]2[CH2:28][CH2:27][C:26](=[O:29])[NH:25][C:24]2=[O:30])[C:4](=[O:6])[C:3]2[C:2](=[CH:10][CH:9]=[C:8]([CH3:11])[CH:7]=2)[N:1]=1. The yield is 0.380. (2) The reactants are Cl[C:2]1[C:7]([C:8]([F:11])([F:10])[F:9])=[CH:6][N:5]=[C:4]([NH:12][C:13]2[CH:18]=[CH:17][C:16]([P:19]([CH3:22])([CH3:21])=[O:20])=[CH:15][CH:14]=2)[N:3]=1.C([N:25](CC)CC)C.NC[CH2:32][N:33]1[CH2:38][CH2:37][O:36][CH2:35][CH2:34]1. The catalyst is C(O)C. The product is [CH3:21][P:19]([C:16]1[CH:17]=[CH:18][C:13]([NH:12][C:4]2[N:3]=[C:2]([NH:25][CH2:32][N:33]3[CH2:38][CH2:37][O:36][CH2:35][CH2:34]3)[C:7]([C:8]([F:11])([F:10])[F:9])=[CH:6][N:5]=2)=[CH:14][CH:15]=1)([CH3:22])=[O:20]. The yield is 0.810. (3) The reactants are [OH:1][C:2]1[CH:3]=[C:4]2[C:8](=[CH:9][CH:10]=1)[C:7](=[O:11])[N:6]([CH2:12][CH2:13][O:14][CH3:15])[C:5]2=[O:16].C(=O)([O-])[O-].[K+].[K+].[F:23][C:24]1[CH:31]=[CH:30][C:27]([CH2:28]Br)=[CH:26][CH:25]=1. The catalyst is CC(C)=O. The product is [F:23][C:24]1[CH:31]=[CH:30][C:27]([CH2:28][O:1][C:2]2[CH:3]=[C:4]3[C:8](=[CH:9][CH:10]=2)[C:7](=[O:11])[N:6]([CH2:12][CH2:13][O:14][CH3:15])[C:5]3=[O:16])=[CH:26][CH:25]=1. The yield is 0.660. (4) The reactants are [C:1](#[N:8])[C:2]1[CH:7]=[CH:6][CH:5]=[CH:4][CH:3]=1.S(=O)(=O)(O)[OH:10].[C:14]([OH:17])(=[O:16])[CH3:15].[C:18]([OH:21])(=[O:20])[CH3:19].[CH2:22]([C:42]1[C:47]([OH:48])=[C:46]([CH3:49])[C:45]([CH3:50])=[C:44]([OH:51])[C:43]=1[CH3:52])/[CH:23]=[C:24](/[CH2:26][CH2:27][CH2:28][C@@H:29]([CH2:31][CH2:32][CH2:33][C@@H:34]([CH2:36][CH2:37][CH2:38][CH:39]([CH3:41])[CH3:40])[CH3:35])[CH3:30])\[CH3:25]. The catalyst is C(O)(=O)C. The product is [C:14]([OH:17])(=[O:16])[CH3:15].[C:18]([OH:21])(=[O:20])[CH3:19].[CH3:49][C:46]1[C:47]([OH:48])=[C:42]([CH2:22][CH2:23][C:24]([CH3:25])([NH:8][C:1](=[O:10])[C:2]2[CH:7]=[CH:6][CH:5]=[CH:4][CH:3]=2)[CH2:26][CH2:27][CH2:28][CH:29]([CH3:30])[CH2:31][CH2:32][CH2:33][CH:34]([CH3:35])[CH2:36][CH2:37][CH2:38][CH:39]([CH3:40])[CH3:41])[C:43]([CH3:52])=[C:44]([OH:51])[C:45]=1[CH3:50]. The yield is 0.880. (5) The reactants are [Br:1][C:2]1[CH:3]=[C:4]([C:17]([NH:19][CH2:20][C:21]2[C:22](=[O:29])[NH:23][C:24]([CH3:28])=[CH:25][C:26]=2[CH3:27])=[O:18])[C:5]2[CH:6]=[N:7][N:8]([CH:11]3[CH2:16][CH2:15][NH:14][CH2:13][CH2:12]3)[C:9]=2[CH:10]=1.[CH3:30][N:31]1[CH2:36][CH2:35][C:34](=O)[CH2:33][CH2:32]1.CO.C(O)(=O)C.[BH3-]C#N.[Na+]. No catalyst specified. The product is [Br:1][C:2]1[CH:3]=[C:4]([C:17]([NH:19][CH2:20][C:21]2[C:22](=[O:29])[NH:23][C:24]([CH3:28])=[CH:25][C:26]=2[CH3:27])=[O:18])[C:5]2[CH:6]=[N:7][N:8]([CH:11]3[CH2:16][CH2:15][N:14]([CH:34]4[CH2:35][CH2:36][N:31]([CH3:30])[CH2:32][CH2:33]4)[CH2:13][CH2:12]3)[C:9]=2[CH:10]=1. The yield is 0.240.